Binary Classification. Given a drug SMILES string, predict its activity (active/inactive) in a high-throughput screening assay against a specified biological target. From a dataset of Tyrosyl-DNA phosphodiesterase HTS with 341,365 compounds. (1) The drug is O=C(NNC(=O)c1ccc(cc1)C)c1cc2c(nccc2)cc1. The result is 0 (inactive). (2) The drug is O=C1N2C(C(CC1CC(=O)NCCN1CCOCC1)C(=O)N1CCOCC1)(c1[nH]c3c(c1CC2)ccc(c3)CCC(=O)N(C)C)C. The result is 0 (inactive). (3) The drug is s1c2c(=O)n(CCC(=O)N3CCC(CC3)C(OCC)=O)c(=O)[nH]c2cc1. The result is 0 (inactive). (4) The molecule is O1CCN(CC1)c1ncnc2oc(c(c12)C(=O)N(c1c(OC)ccc(c1)C)C)C. The result is 0 (inactive). (5) The drug is OC1(c2c(N(C1=O)CCC)cccc2)CC(=O)c1cc(OC)ccc1. The result is 0 (inactive).